From a dataset of Full USPTO retrosynthesis dataset with 1.9M reactions from patents (1976-2016). Predict the reactants needed to synthesize the given product. (1) Given the product [CH:38]1([NH:37][C:36]([C:33]2[CH:34]=[CH:35][C:30]([C:27]3[CH:28]=[CH:29][C:24]([CH2:23][C@H:19]([NH:18][C:16]([C@H:13]4[CH2:12][CH2:11][C@H:10]([CH2:9][NH:8][C:6](=[O:7])[O:5][C:1]([CH3:2])([CH3:3])[CH3:4])[CH2:15][CH2:14]4)=[O:17])[C:20](=[O:21])[NH:44][C:45]4[CH:53]=[C:52]5[C:48]([C:49](=[O:54])[NH:50][NH:51]5)=[CH:47][CH:46]=4)=[CH:25][CH:26]=3)=[C:31]([CH3:43])[CH:32]=2)=[O:42])[CH2:39][CH2:40][CH2:41]1, predict the reactants needed to synthesize it. The reactants are: [C:1]([O:5][C:6]([NH:8][CH2:9][C@H:10]1[CH2:15][CH2:14][C@H:13]([C:16]([NH:18][C@@H:19]([CH2:23][C:24]2[CH:29]=[CH:28][C:27]([C:30]3[CH:35]=[CH:34][C:33]([C:36](=[O:42])[NH:37][CH:38]4[CH2:41][CH2:40][CH2:39]4)=[CH:32][C:31]=3[CH3:43])=[CH:26][CH:25]=2)[C:20](O)=[O:21])=[O:17])[CH2:12][CH2:11]1)=[O:7])([CH3:4])([CH3:3])[CH3:2].[NH2:44][C:45]1[CH:53]=[C:52]2[C:48]([C:49](=[O:54])[NH:50][NH:51]2)=[CH:47][CH:46]=1.C(N(CC)C(C)C)(C)C.CN(C(ON1N=NC2C=CC=NC1=2)=[N+](C)C)C.F[P-](F)(F)(F)(F)F. (2) Given the product [C:11]([O:15][C:16](=[O:29])[NH:17][C:18]1[C:19]([F:1])=[N:20][CH:21]=[CH:22][C:23]=1[I:24])([CH3:14])([CH3:13])[CH3:12], predict the reactants needed to synthesize it. The reactants are: [F:1]C1N=CC=CC=1C(O)=O.[C:11]([O:15][C:16](=[O:29])[NH:17][C:18]1[CH:19]=[N:20][C:21](C(F)(F)F)=[CH:22][C:23]=1[I:24])([CH3:14])([CH3:13])[CH3:12]. (3) Given the product [N:35]1([CH2:2][CH2:3][O:4][C:5]2[CH:10]=[CH:9][C:8](/[C:11](/[C:22]3[CH:27]=[CH:26][CH:25]=[CH:24][CH:23]=3)=[C:12](\[C:16]3[CH:21]=[CH:20][CH:19]=[CH:18][CH:17]=3)/[CH2:13][CH2:14][OH:15])=[CH:7][CH:6]=2)[CH:39]=[CH:38][N:37]=[CH:36]1, predict the reactants needed to synthesize it. The reactants are: Br[CH2:2][CH2:3][O:4][C:5]1[CH:10]=[CH:9][C:8](/[C:11](/[C:22]2[CH:27]=[CH:26][CH:25]=[CH:24][CH:23]=2)=[C:12](\[C:16]2[CH:21]=[CH:20][CH:19]=[CH:18][CH:17]=2)/[CH2:13][CH2:14][OH:15])=[CH:7][CH:6]=1.C(=O)([O-])[O-].[K+].[K+].[Na].[NH:35]1[CH:39]=[CH:38][N:37]=[CH:36]1. (4) Given the product [Br:12][C:10]1[CH:9]=[CH:8][C:3]([C:4]([O:6][CH3:7])=[O:5])=[C:2]([N:1]=[C:18]=[S:19])[CH:11]=1, predict the reactants needed to synthesize it. The reactants are: [NH2:1][C:2]1[CH:11]=[C:10]([Br:12])[CH:9]=[CH:8][C:3]=1[C:4]([O:6][CH3:7])=[O:5].C([O-])(O)=O.[Na+].[C:18](Cl)(Cl)=[S:19]. (5) Given the product [F:20][C:21]1[CH:28]=[CH:27][C:24](/[CH:25]=[CH:26]/[C:13]2[CH:18]=[CH:17][C:16]([S:19]([C:2]3[CH:7]=[CH:6][CH:5]=[CH:4][C:3]=3[S:8]([NH2:11])(=[O:10])=[O:9])=[O:35])=[CH:15][CH:14]=2)=[CH:23][CH:22]=1, predict the reactants needed to synthesize it. The reactants are: F[C:2]1[CH:7]=[CH:6][CH:5]=[CH:4][C:3]=1[S:8]([NH2:11])(=[O:10])=[O:9].Br[C:13]1[CH:18]=[CH:17][C:16]([SH:19])=[CH:15][CH:14]=1.[F:20][C:21]1[CH:28]=[CH:27][C:24]([CH:25]=[CH2:26])=[CH:23][CH:22]=1.CN1CCCC1=[O:35]. (6) Given the product [Cl:1][C:2]1[CH:3]=[CH:4][C:5]([N+:14]([O-:16])=[O:15])=[C:6]([CH2:8][CH:9]=[O:10])[CH:7]=1, predict the reactants needed to synthesize it. The reactants are: [Cl:1][C:2]1[CH:3]=[CH:4][C:5]([N+:14]([O-:16])=[O:15])=[C:6]([CH2:8][C:9](OCC)=[O:10])[CH:7]=1.[H-].C([Al+]CC(C)C)C(C)C.C1(C)C=CC=CC=1. (7) Given the product [O-:2][N+:3]1[C:8]2[CH:9]=[CH:10][CH:11]=[CH:12][C:7]=2[N+:6]([O-:13])=[C:5]([CH2:14][CH2:15][CH2:16][N:17]([CH3:28])[CH2:18][CH2:19][CH2:20][NH2:21])[N:4]=1, predict the reactants needed to synthesize it. The reactants are: N.[O-:2][N+:3]1[C:8]2[CH:9]=[CH:10][CH:11]=[CH:12][C:7]=2[N+:6]([O-:13])=[C:5]([CH2:14][CH2:15][CH2:16][N:17]([CH3:28])[CH2:18][CH2:19][CH2:20][NH:21]C(=O)C(F)(F)F)[N:4]=1. (8) Given the product [C:1]([C:3]1[CH:8]=[CH:7][C:6]([CH:9]2[C:18]3[C:13](=[CH:14][CH:15]=[N:16][C:17]=3[O:19][CH2:20][CH3:21])[NH:12][C:11]([C:22]([F:23])([F:24])[F:25])=[C:10]2[C:26]([NH2:33])=[O:27])=[C:5]([O:29][CH3:30])[CH:4]=1)#[N:2], predict the reactants needed to synthesize it. The reactants are: [C:1]([C:3]1[CH:8]=[CH:7][C:6]([CH:9]2[C:18]3[C:13](=[CH:14][CH:15]=[N:16][C:17]=3[O:19][CH2:20][CH3:21])[NH:12][C:11]([C:22]([F:25])([F:24])[F:23])=[C:10]2[C:26](O)=[O:27])=[C:5]([O:29][CH3:30])[CH:4]=1)#[N:2].C(N1C=CN=C1)([N:33]1C=CN=C1)=O.N. (9) Given the product [Cl:45][C:18]1[CH:19]=[CH:20][C:21]([C:23]2[C:27]3[CH2:28][N:29]([S:32]([CH3:35])(=[O:33])=[O:34])[CH2:30][CH2:31][C:26]=3[N:25]([CH2:36][CH2:37][CH2:38][N:39]3[CH2:40][CH2:41][O:42][CH2:43][CH2:44]3)[N:24]=2)=[CH:22][C:17]=1[C:16]#[C:15][C:12]1[CH:11]=[CH:10][C:9]([CH2:8][NH2:7])=[CH:14][CH:13]=1, predict the reactants needed to synthesize it. The reactants are: C(OC(=O)[NH:7][CH2:8][C:9]1[CH:14]=[CH:13][C:12]([C:15]#[C:16][C:17]2[CH:22]=[C:21]([C:23]3[C:27]4[CH2:28][N:29]([S:32]([CH3:35])(=[O:34])=[O:33])[CH2:30][CH2:31][C:26]=4[N:25]([CH2:36][CH2:37][CH2:38][N:39]4[CH2:44][CH2:43][O:42][CH2:41][CH2:40]4)[N:24]=3)[CH:20]=[CH:19][C:18]=2[Cl:45])=[CH:11][CH:10]=1)(C)(C)C.C(O)(C(F)(F)F)=O. (10) Given the product [CH3:18][O:1][C:2]1[C:3]([CH2:13][CH:14]=[CH2:15])=[C:4]([CH:10]=[CH:11][CH:12]=1)[C:5]([O:7][CH2:8][CH3:9])=[O:6], predict the reactants needed to synthesize it. The reactants are: [OH:1][C:2]1[C:3]([CH2:13][CH:14]=[CH2:15])=[C:4]([CH:10]=[CH:11][CH:12]=1)[C:5]([O:7][CH2:8][CH3:9])=[O:6].IC.[C:18](=O)([O-])[O-].[K+].[K+].